Dataset: Reaction yield outcomes from USPTO patents with 853,638 reactions. Task: Predict the reaction yield, written as a fraction of the theoretical maximum amount of product (1.0 means a 100% yield; for example, 0.34 means a 34% yield). The reactants are [CH3:1][O:2][C:3](=[O:23])[NH:4][CH:5]([C:9]([N:11]1[CH2:15][CH2:14][CH2:13][CH:12]1[C:16]1[NH:17][C:18]([C:21]#[CH:22])=[CH:19][N:20]=1)=[O:10])[CH:6]([CH3:8])[CH3:7].[CH3:24][O:25][C:26](=[O:53])[NH:27][CH:28]([C:32]([N:34]1[CH2:38][CH2:37][CH2:36][CH:35]1[C:39]1[NH:40][C:41]([C:44]#[C:45][C:46]2[CH:51]=[CH:50][C:49](Br)=[CH:48][CH:47]=2)=[CH:42][N:43]=1)=[O:33])[CH:29]([CH3:31])[CH3:30].C(N(CC)CC)C. The catalyst is CN(C=O)C.C1C=CC([P]([Pd]([P](C2C=CC=CC=2)(C2C=CC=CC=2)C2C=CC=CC=2)([P](C2C=CC=CC=2)(C2C=CC=CC=2)C2C=CC=CC=2)[P](C2C=CC=CC=2)(C2C=CC=CC=2)C2C=CC=CC=2)(C2C=CC=CC=2)C2C=CC=CC=2)=CC=1.[Cu]I. The product is [CH3:1][O:2][C:3](=[O:23])[NH:4][CH:5]([C:9]([N:11]1[CH2:15][CH2:14][CH2:13][CH:12]1[C:16]1[NH:17][C:18]([C:21]#[C:22][C:49]2[CH:50]=[CH:51][C:46]([C:45]#[C:44][C:41]3[NH:40][C:39]([CH:35]4[CH2:36][CH2:37][CH2:38][N:34]4[C:32](=[O:33])[CH:28]([NH:27][C:26]([O:25][CH3:24])=[O:53])[CH:29]([CH3:31])[CH3:30])=[N:43][CH:42]=3)=[CH:47][CH:48]=2)=[CH:19][N:20]=1)=[O:10])[CH:6]([CH3:8])[CH3:7]. The yield is 0.170.